From a dataset of Forward reaction prediction with 1.9M reactions from USPTO patents (1976-2016). Predict the product of the given reaction. (1) Given the reactants [CH2:1]([O:3][C:4]([C:6]1([NH:11][C:12]([CH:14]2[NH:18][CH2:17][CH:16]([O:19][C:20](=[O:30])[C:21]3[CH:26]=[CH:25][C:24]([N+:27]([O-:29])=[O:28])=[CH:23][CH:22]=3)[CH2:15]2)=[O:13])[CH2:8][CH:7]1[CH:9]=[CH2:10])=[O:5])[CH3:2].[C:31]([O-:34])(O)=O.[Na+].C(Cl)(Cl)=O.C1(C)C=CC=CC=1.[CH2:47]([NH:54][CH2:55][C:56]1[CH:61]=[CH:60][C:59]([O:62][CH3:63])=[CH:58][CH:57]=1)[CH2:48][CH2:49][CH2:50][CH:51]=[CH:52][CH3:53], predict the reaction product. The product is: [CH2:1]([O:3][C:4]([C:6]1([NH:11][C:12]([CH:14]2[N:18]([C:31](=[O:34])[N:54]([CH2:47][CH2:48][CH2:49][CH2:50][CH2:51][CH:52]=[CH2:53])[CH2:55][C:56]3[CH:61]=[CH:60][C:59]([O:62][CH3:63])=[CH:58][CH:57]=3)[CH2:17][CH:16]([O:19][C:20](=[O:30])[C:21]3[CH:22]=[CH:23][C:24]([N+:27]([O-:29])=[O:28])=[CH:25][CH:26]=3)[CH2:15]2)=[O:13])[CH2:8][CH:7]1[CH:9]=[CH2:10])=[O:5])[CH3:2]. (2) Given the reactants [Cl:1][C:2]1[CH:7]=[CH:6][C:5]([C:8]2[C:9]([CH2:17][CH2:18][C:19]3[CH:24]=[CH:23][CH:22]=[CH:21][N:20]=3)=[N:10][CH:11]=[C:12]([CH:16]=2)[C:13](O)=[O:14])=[CH:4][CH:3]=1.[NH2:25][C@@H:26]1[CH2:31][CH2:30][CH2:29][CH2:28][C@H:27]1[OH:32], predict the reaction product. The product is: [Cl:1][C:2]1[CH:3]=[CH:4][C:5]([C:8]2[C:9]([CH2:17][CH2:18][C:19]3[CH:24]=[CH:23][CH:22]=[CH:21][N:20]=3)=[N:10][CH:11]=[C:12]([CH:16]=2)[C:13]([NH:25][C@@H:26]2[CH2:31][CH2:30][CH2:29][CH2:28][C@H:27]2[OH:32])=[O:14])=[CH:6][CH:7]=1. (3) Given the reactants [CH3:1][N:2]([CH2:4][C:5]1[C:13]2[O:12][N:11]=[C:10]([CH2:14][CH2:15][CH:16]3[CH2:21][CH2:20][NH:19][CH2:18][CH2:17]3)[C:9]=2[CH:8]=[CH:7][C:6]=1[O:22][CH2:23][CH:24]1[CH2:26][CH2:25]1)[CH3:3].[Cl:27][C:28]1[N:33]=[C:32]([CH:34]=O)[CH:31]=[CH:30][CH:29]=1.C(O[BH-](OC(=O)C)OC(=O)C)(=O)C.[Na+].C(=O)(O)[O-].[Na+].[OH-].[Na+], predict the reaction product. The product is: [CH3:1][N:2]([CH2:4][C:5]1[C:13]2[O:12][N:11]=[C:10]([CH2:14][CH2:15][CH:16]3[CH2:21][CH2:20][N:19]([CH2:34][C:32]4[CH:31]=[CH:30][CH:29]=[C:28]([Cl:27])[N:33]=4)[CH2:18][CH2:17]3)[C:9]=2[CH:8]=[CH:7][C:6]=1[O:22][CH2:23][CH:24]1[CH2:25][CH2:26]1)[CH3:3]. (4) Given the reactants [ClH:1].[NH2:2][CH:3]1[CH2:8][CH2:7][N:6]([CH2:9][CH2:10][N:11]2[C:20]3[C:15](=[N:16][CH:17]=[C:18]([F:21])[CH:19]=3)[CH:14]=[CH:13][C:12]2=[O:22])[CH2:5][CH2:4]1.[O:23]1[C:28]2=[CH:29][N:30]=[C:31]([CH:33]=O)[CH:32]=[C:27]2[CH2:26][CH2:25][CH2:24]1.C([BH3-])#N.[Na+].C[O-].[Na+].CO, predict the reaction product. The product is: [ClH:1].[O:23]1[C:28]2=[CH:29][N:30]=[C:31]([CH2:33][NH:2][CH:3]3[CH2:4][CH2:5][N:6]([CH2:9][CH2:10][N:11]4[C:20]5[C:15](=[N:16][CH:17]=[C:18]([F:21])[CH:19]=5)[CH:14]=[CH:13][C:12]4=[O:22])[CH2:7][CH2:8]3)[CH:32]=[C:27]2[CH2:26][CH2:25][CH2:24]1. (5) The product is: [F:28][C:29]([F:34])([F:33])[C:30]([OH:32])=[O:31].[CH3:7][C:6]1([CH3:8])[C:2]([CH3:1])([CH3:27])[O:3][B:4]([C:9]2[CH:10]=[CH:11][C:12]3[O:18][CH2:17][CH2:16][N:15]=[CH:14][C:13]=3[CH:26]=2)[O:5]1. Given the reactants [CH3:1][C:2]1([CH3:27])[C:6]([CH3:8])([CH3:7])[O:5][B:4]([C:9]2[CH:10]=[CH:11][C:12]3[O:18][CH2:17][CH2:16][N:15](C(OC(C)(C)C)=O)[CH2:14][C:13]=3[CH:26]=2)[O:3]1.[F:28][C:29]([F:34])([F:33])[C:30]([OH:32])=[O:31], predict the reaction product. (6) Given the reactants [F:1][C:2]1([CH2:15][OH:16])[CH2:7][CH2:6][N:5]([C:8]([O:10][C:11]([CH3:14])([CH3:13])[CH3:12])=[O:9])[CH2:4][CH2:3]1.[CH3:17][S:18](Cl)(=[O:20])=[O:19].[NH4+].[Cl-], predict the reaction product. The product is: [F:1][C:2]1([CH2:15][O:16][S:18]([CH3:17])(=[O:20])=[O:19])[CH2:3][CH2:4][N:5]([C:8]([O:10][C:11]([CH3:12])([CH3:13])[CH3:14])=[O:9])[CH2:6][CH2:7]1.